Dataset: hERG potassium channel inhibition data for cardiac toxicity prediction from Karim et al.. Task: Regression/Classification. Given a drug SMILES string, predict its toxicity properties. Task type varies by dataset: regression for continuous values (e.g., LD50, hERG inhibition percentage) or binary classification for toxic/non-toxic outcomes (e.g., AMES mutagenicity, cardiotoxicity, hepatotoxicity). Dataset: herg_karim. (1) The compound is Cc1nsc(-c2nnc3n2CCN(C(=O)c2ccc(F)cc2)C3)n1. The result is 0 (non-blocker). (2) The compound is Cn1ccc(C2CCNCC2C(=O)N(Cc2cn(Cc3cccnc3)c3cccc(F)c23)C2CC2)cc1=O. The result is 0 (non-blocker). (3) The drug is Cc1nnc(C(C)C)n1C1CCN(C(C)CC(NC(=O)C2CCC2)c2ccccc2)CC1. The result is 1 (blocker). (4) The compound is Fc1ccc2cc(CO[C@@H]3CCNC3)ccc2c1. The result is 0 (non-blocker).